Dataset: Forward reaction prediction with 1.9M reactions from USPTO patents (1976-2016). Task: Predict the product of the given reaction. (1) Given the reactants [F:1][C:2]1[CH:3]=[C:4]([C:26]([O:28]CC)=O)[C:5]2[C:6](=O)[CH:7]([C:19]3[N:23]([CH3:24])[N:22]=[CH:21][N:20]=3)[CH:8]([C:12]3[CH:17]=[CH:16][C:15]([F:18])=[CH:14][CH:13]=3)[NH:9][C:10]=2[CH:11]=1.O.[NH2:32][NH2:33], predict the reaction product. The product is: [F:1][C:2]1[CH:11]=[C:10]2[NH:9][CH:8]([C:12]3[CH:13]=[CH:14][C:15]([F:18])=[CH:16][CH:17]=3)[CH:7]([C:19]3[N:23]([CH3:24])[N:22]=[CH:21][N:20]=3)[C:6]3=[N:32][NH:33][C:26](=[O:28])[C:4]([CH:3]=1)=[C:5]23. (2) Given the reactants Br[C:2]1[CH:3]=[CH:4][C:5]([C:8]2[CH2:12][C@@H:11]([CH2:13][N:14]([CH3:18])[CH2:15][CH2:16][OH:17])[O:10][N:9]=2)=[N:6][CH:7]=1.[F:19][C:20]1[CH:21]=[C:22]([N:35]2[CH2:39][C@H:38]([CH2:40][N:41]3[CH:45]=[CH:44][N:43]=[N:42]3)[O:37][C:36]2=[O:46])[CH:23]=[CH:24][C:25]=1B1OC(C)(C)C(C)(C)O1.C(=O)([O-])[O-].[K+].[K+], predict the reaction product. The product is: [F:19][C:20]1[CH:21]=[C:22]([N:35]2[CH2:39][C@H:38]([CH2:40][N:41]3[CH:45]=[CH:44][N:43]=[N:42]3)[O:37][C:36]2=[O:46])[CH:23]=[CH:24][C:25]=1[C:2]1[CH:7]=[N:6][C:5]([C:8]2[CH2:12][C@@H:11]([CH2:13][N:14]([CH2:15][CH2:16][OH:17])[CH3:18])[O:10][N:9]=2)=[CH:4][CH:3]=1. (3) The product is: [NH2:1][C:2]1[CH:7]=[CH:6][C:5]([O:8][C:16]2[CH:17]=[CH:18][C:19]3[N:20]([CH:22]=[C:23]([NH:38][C:39]([CH:13]4[CH2:10][CH2:9]4)=[O:40])[N:24]=3)[N:21]=2)=[CH:4][CH:3]=1. Given the reactants [NH2:1][C:2]1[CH:7]=[CH:6][C:5]([OH:8])=[CH:4][CH:3]=1.[CH3:9][C:10]([CH3:13])([O-])C.[K+].I[C:16]1[CH:17]=[CH:18][C:19]2[N:20]([CH:22]=[C:23](C3(C(N)=O)CC3)[N:24]=2)[N:21]=1.C(=O)([O-])[O-].[K+].[K+].C[N:38](C)[CH:39]=[O:40], predict the reaction product. (4) Given the reactants [C-]#N.[K+].CC(C)(O)[C:6]#[N:7].[C:10]([O:14][C:15](=[O:39])[C:16]1[CH:21]=[CH:20][C:19]([C:22](=[O:37])/[CH:23]=[C:24](\[C:29]2[CH:34]=[C:33]([Cl:35])[CH:32]=[C:31]([Cl:36])[CH:30]=2)/[C:25]([F:28])([F:27])[F:26])=[CH:18][C:17]=1[CH3:38])([CH3:13])([CH3:12])[CH3:11].O, predict the reaction product. The product is: [C:10]([O:14][C:15](=[O:39])[C:16]1[CH:21]=[CH:20][C:19]([C:22](=[O:37])[CH2:23][C@:24]([C:6]#[N:7])([C:29]2[CH:34]=[C:33]([Cl:35])[CH:32]=[C:31]([Cl:36])[CH:30]=2)[C:25]([F:26])([F:28])[F:27])=[CH:18][C:17]=1[CH3:38])([CH3:13])([CH3:12])[CH3:11].